This data is from Full USPTO retrosynthesis dataset with 1.9M reactions from patents (1976-2016). The task is: Predict the reactants needed to synthesize the given product. (1) Given the product [Si:19]([O:18][CH:7]([CH2:6][O:5][C:4]1[CH:3]=[C:2]([B:33]2[O:34][C:35]([CH3:37])([CH3:36])[C:31]([CH3:47])([CH3:30])[O:32]2)[CH:28]=[C:27]([Cl:29])[CH:26]=1)[CH2:8][N:9]([CH3:17])[C:10](=[O:16])[O:11][C:12]([CH3:15])([CH3:14])[CH3:13])([C:22]([CH3:25])([CH3:24])[CH3:23])([CH3:21])[CH3:20], predict the reactants needed to synthesize it. The reactants are: Br[C:2]1[CH:3]=[C:4]([CH:26]=[C:27]([Cl:29])[CH:28]=1)[O:5][CH2:6][CH:7]([O:18][Si:19]([C:22]([CH3:25])([CH3:24])[CH3:23])([CH3:21])[CH3:20])[CH2:8][N:9]([CH3:17])[C:10](=[O:16])[O:11][C:12]([CH3:15])([CH3:14])[CH3:13].[CH3:30][C:31]1([CH3:47])[C:35]([CH3:37])([CH3:36])[O:34][B:33]([B:33]2[O:34][C:35]([CH3:37])([CH3:36])[C:31]([CH3:47])([CH3:30])[O:32]2)[O:32]1.CC([O-])=O.[K+]. (2) Given the product [O:38]1[CH2:37][CH2:36][N:35]([C:32]2[CH:33]=[CH:34][C:29]([NH:28][C:26]3[N:25]=[CH:24][N:23]=[C:22]([C:20]4[CH:19]=[CH:18][C:4]([O:5][C@@H:6]5[CH2:10][CH2:9][NH:8][CH2:7]5)=[C:3]([CH:21]=4)[C:1]#[N:2])[N:27]=3)=[CH:30][CH:31]=2)[CH2:40][CH2:39]1, predict the reactants needed to synthesize it. The reactants are: [C:1]([C:3]1[CH:21]=[C:20]([C:22]2[N:27]=[C:26]([NH:28][C:29]3[CH:34]=[CH:33][C:32]([N:35]4[CH2:40][CH2:39][O:38][CH2:37][CH2:36]4)=[CH:31][CH:30]=3)[N:25]=[CH:24][N:23]=2)[CH:19]=[CH:18][C:4]=1[O:5][C@@H:6]1[CH2:10][CH2:9][N:8](C(OC(C)(C)C)=O)[CH2:7]1)#[N:2]. (3) Given the product [CH:11]1([CH:17]([CH3:23])[C:18]([O:20][CH2:21][CH3:22])=[O:19])[CH2:16][CH2:15][CH2:14][CH2:13][CH2:12]1, predict the reactants needed to synthesize it. The reactants are: [Li+].C[Si]([N-][Si](C)(C)C)(C)C.[CH:11]1([CH2:17][C:18]([O:20][CH2:21][CH3:22])=[O:19])[CH2:16][CH2:15][CH2:14][CH2:13][CH2:12]1.[CH3:23]I. (4) Given the product [Cl:22][C:20]1[C:19]([O:23][C:24]2[CH:25]=[N:26][C:27]([C:44]3[CH:43]=[CH:42][CH:41]=[C:40]([F:39])[CH:45]=3)=[CH:28][C:29]=2[C:30]2[CH:31]=[N:32][CH:33]=[CH:34][CH:35]=2)=[CH:18][C:17]([F:37])=[C:16]([S:13]([NH:7][C:8]2[S:9][CH:10]=[CH:11][N:12]=2)(=[O:15])=[O:14])[CH:21]=1, predict the reactants needed to synthesize it. The reactants are: C(OC(=O)[N:7]([S:13]([C:16]1[CH:21]=[C:20]([Cl:22])[C:19]([O:23][C:24]2[CH:25]=[N:26][C:27](Cl)=[CH:28][C:29]=2[C:30]2[CH:31]=[N:32][CH:33]=[CH:34][CH:35]=2)=[CH:18][C:17]=1[F:37])(=[O:15])=[O:14])[C:8]1[S:9][CH:10]=[CH:11][N:12]=1)(C)(C)C.[F:39][C:40]1[CH:41]=[C:42](B(O)O)[CH:43]=[CH:44][CH:45]=1.C([O-])([O-])=O.[Na+].[Na+].O. (5) Given the product [Br:1][C:2]1[N:7]=[C:6]([NH:8][C:16](=[O:18])[CH3:17])[CH:5]=[CH:4][CH:3]=1, predict the reactants needed to synthesize it. The reactants are: [Br:1][C:2]1[N:7]=[C:6]([NH2:8])[CH:5]=[CH:4][CH:3]=1.C(N(CC)CC)C.[C:16](Cl)(=[O:18])[CH3:17]. (6) Given the product [CH3:18][CH:17]1[NH:8][CH:9]([C:10]([O:12][CH2:13][CH3:14])=[O:11])[CH2:15][CH2:16]1, predict the reactants needed to synthesize it. The reactants are: C(OC([NH:8][CH:9]([CH2:15][CH2:16][C:17](=O)[CH3:18])[C:10]([O:12][CH2:13][CH3:14])=[O:11])=O)(C)(C)C.C(O)(C(F)(F)F)=O. (7) Given the product [CH:9]([C@@H:5]1[CH2:4][CH2:3][C@@H:2]([CH3:1])[CH2:7][C@@H:6]1[NH:8][C:17]([C:13]1[O:12][CH:16]=[CH:15][CH:14]=1)=[O:18])([CH3:11])[CH3:10].[CH:9]([C@H:5]1[CH2:4][CH2:3][C@H:2]([CH3:1])[CH2:7][C@H:6]1[NH:8][C:17]([C:13]1[O:12][CH:16]=[CH:15][CH:14]=1)=[O:18])([CH3:11])[CH3:10], predict the reactants needed to synthesize it. The reactants are: [CH3:1][CH:2]1[CH2:7][CH:6]([NH2:8])[CH:5]([CH:9]([CH3:11])[CH3:10])[CH2:4][CH2:3]1.[O:12]1[CH:16]=[CH:15][CH:14]=[C:13]1[C:17](Cl)=[O:18].